From a dataset of Full USPTO retrosynthesis dataset with 1.9M reactions from patents (1976-2016). Predict the reactants needed to synthesize the given product. (1) Given the product [CH3:33][O:34][C:9]([C@H:12]1[CH2:16][CH2:15][CH2:14][N:13]1[C:17](=[O:32])[CH2:18][CH2:19][CH2:20][CH2:21][C:22]([N:24]1[CH2:28][CH2:27][CH2:26][C@@H:25]1[C:29]([O:31][CH3:3])=[O:30])=[O:23])=[O:10], predict the reactants needed to synthesize it. The reactants are: [N+](=[CH2:3])=[N-].C(OCC)C.[C:9]([C@H:12]1[CH2:16][CH2:15][CH2:14][N:13]1[C:17](=[O:32])[CH2:18][CH2:19][CH2:20][CH2:21][C:22]([N:24]1[CH2:28][CH2:27][CH2:26][C@@H:25]1[C:29]([OH:31])=[O:30])=[O:23])(O)=[O:10].[CH3:33][OH:34]. (2) Given the product [C:5]([C:9]1[CH:13]=[CH:12][C:11](=[C:2]([CH3:4])[CH3:1])[CH:10]=1)([CH3:8])([CH3:7])[CH3:6], predict the reactants needed to synthesize it. The reactants are: [CH3:1][C:2]([CH3:4])=O.[C:5]([C:9]1[CH2:13][CH:12]=[CH:11][CH:10]=1)([CH3:8])([CH3:7])[CH3:6].C(O)C.[OH-].[K+]. (3) The reactants are: C([O:4][C:5]1[CH:6]=[C:7]([C:13](=[O:16])[CH2:14][CH3:15])[CH:8]=[CH:9][C:10]=1[O:11][CH3:12])(C)C. Given the product [OH:4][C:5]1[CH:6]=[C:7]([C:13](=[O:16])[CH2:14][CH3:15])[CH:8]=[CH:9][C:10]=1[O:11][CH3:12], predict the reactants needed to synthesize it.